Dataset: Full USPTO retrosynthesis dataset with 1.9M reactions from patents (1976-2016). Task: Predict the reactants needed to synthesize the given product. Given the product [NH2:25][C:6]1[CH:7]=[C:8]([CH:23]=[CH:24][C:5]=1[C:1]([CH3:4])([CH3:3])[CH3:2])[C:9]([NH:11][C:12]1[S:13][C:14]([C:17]2[CH:22]=[CH:21][CH:20]=[CH:19][CH:18]=2)=[CH:15][N:16]=1)=[O:10], predict the reactants needed to synthesize it. The reactants are: [C:1]([C:5]1[CH:24]=[CH:23][C:8]([C:9]([NH:11][C:12]2[S:13][C:14]([C:17]3[CH:22]=[CH:21][CH:20]=[CH:19][CH:18]=3)=[CH:15][N:16]=2)=[O:10])=[CH:7][C:6]=1[N+:25]([O-])=O)([CH3:4])([CH3:3])[CH3:2].